This data is from NCI-60 drug combinations with 297,098 pairs across 59 cell lines. The task is: Regression. Given two drug SMILES strings and cell line genomic features, predict the synergy score measuring deviation from expected non-interaction effect. (1) Drug 1: C1=CC(=CC=C1CC(C(=O)O)N)N(CCCl)CCCl.Cl. Drug 2: C1CC(C1)(C(=O)O)C(=O)O.[NH2-].[NH2-].[Pt+2]. Cell line: M14. Synergy scores: CSS=43.4, Synergy_ZIP=2.29, Synergy_Bliss=5.38, Synergy_Loewe=1.97, Synergy_HSA=2.88. (2) Drug 1: COC1=CC(=CC(=C1O)OC)C2C3C(COC3=O)C(C4=CC5=C(C=C24)OCO5)OC6C(C(C7C(O6)COC(O7)C8=CC=CS8)O)O. Drug 2: CC1C(C(CC(O1)OC2CC(CC3=C2C(=C4C(=C3O)C(=O)C5=C(C4=O)C(=CC=C5)OC)O)(C(=O)C)O)N)O.Cl. Cell line: DU-145. Synergy scores: CSS=37.8, Synergy_ZIP=-5.22, Synergy_Bliss=-5.70, Synergy_Loewe=-12.5, Synergy_HSA=-4.27. (3) Drug 1: CC1C(C(CC(O1)OC2CC(OC(C2O)C)OC3=CC4=CC5=C(C(=O)C(C(C5)C(C(=O)C(C(C)O)O)OC)OC6CC(C(C(O6)C)O)OC7CC(C(C(O7)C)O)OC8CC(C(C(O8)C)O)(C)O)C(=C4C(=C3C)O)O)O)O. Drug 2: C1=NC2=C(N=C(N=C2N1C3C(C(C(O3)CO)O)F)Cl)N. Cell line: SF-268. Synergy scores: CSS=16.8, Synergy_ZIP=1.50, Synergy_Bliss=2.73, Synergy_Loewe=2.47, Synergy_HSA=2.84.